This data is from Peptide-MHC class I binding affinity with 185,985 pairs from IEDB/IMGT. The task is: Regression. Given a peptide amino acid sequence and an MHC pseudo amino acid sequence, predict their binding affinity value. This is MHC class I binding data. The peptide sequence is TISGNIYSA. The MHC is HLA-A02:02 with pseudo-sequence HLA-A02:02. The binding affinity (normalized) is 0.590.